Dataset: Forward reaction prediction with 1.9M reactions from USPTO patents (1976-2016). Task: Predict the product of the given reaction. (1) Given the reactants C(O)(=O)C.C(OC(=O)C)(=O)C.Cl[C:13]([F:26])([C:22](Cl)([F:24])[F:23])[CH2:14][C:15]([F:21])([F:20])[S:16]([F:19])(=[O:18])=[O:17], predict the reaction product. The product is: [F:21][C:15]([F:20])([S:16]([F:19])(=[O:17])=[O:18])[CH2:14][C:13]([F:26])=[C:22]([F:24])[F:23]. (2) Given the reactants C[O:2][C:3]([C:5]1[N:6]=[CH:7][C:8]2[C:9](=[O:27])[N:10]([CH2:16][C:17]3[CH:22]=[CH:21][C:20]([O:23][CH3:24])=[CH:19][C:18]=3[O:25][CH3:26])[CH:11]=[CH:12][C:13]=2[C:14]=1[OH:15])=O.[CH3:28][NH-:29].O, predict the reaction product. The product is: [CH3:28][NH:29][C:3]([C:5]1[N:6]=[CH:7][C:8]2[C:9](=[O:27])[N:10]([CH2:16][C:17]3[CH:22]=[CH:21][C:20]([O:23][CH3:24])=[CH:19][C:18]=3[O:25][CH3:26])[CH:11]=[CH:12][C:13]=2[C:14]=1[OH:15])=[O:2]. (3) Given the reactants [Br:1][C:2]1[CH:3]=[C:4]2[C:15](=[CH:16][CH:17]=1)[O:14][C:7]1[C:8]([F:13])=[N:9][C:10]([Cl:12])=[CH:11][C:6]=1[C:5]2([NH:21]S(C(C)(C)C)=O)[CH2:18][CH2:19][OH:20], predict the reaction product. The product is: [NH2:21][C:5]1([CH2:18][CH2:19][OH:20])[C:6]2[CH:11]=[C:10]([Cl:12])[N:9]=[C:8]([F:13])[C:7]=2[O:14][C:15]2[C:4]1=[CH:3][C:2]([Br:1])=[CH:17][CH:16]=2. (4) Given the reactants Br[C:2]1C=CC(NC(=CC([O-])=O)C(OC)=O)=C(OC)C=1.[CH3:20][O:21][C:22](=[O:39])[C:23]([NH:28][C:29]1[CH:34]=[C:33](C)[CH:32]=[CH:31][C:30]=1[N+:36]([O-:38])=[O:37])=[CH:24][C:25]([O-:27])=O, predict the reaction product. The product is: [CH3:20][O:21][C:22]([C:23]1[CH:24]=[C:25]([OH:27])[C:34]2[C:29](=[C:30]([N+:36]([O-:38])=[O:37])[CH:31]=[C:32]([CH3:2])[CH:33]=2)[N:28]=1)=[O:39]. (5) Given the reactants [NH2:1][CH:2]1[CH2:7][CH2:6][CH2:5][N:4]([C:8](=[O:18])[CH2:9][CH2:10][CH2:11][C:12]2[CH:17]=[CH:16][CH:15]=[CH:14][CH:13]=2)[CH2:3]1.[Cl:19][C:20]1[CH:25]=[CH:24][CH:23]=[C:22]([F:26])[C:21]=1[C:27]1[C:31]([C:32](O)=[O:33])=[C:30]([CH3:35])[O:29][N:28]=1.C1(N=C=NC2CCCCC2)CCCCC1.ON1C2C=CC=CC=2N=N1, predict the reaction product. The product is: [C:12]1([CH2:11][CH2:10][CH2:9][C:8]([N:4]2[CH2:5][CH2:6][CH2:7][CH:2]([NH:1][C:32]([C:31]3[C:27]([C:21]4[C:22]([F:26])=[CH:23][CH:24]=[CH:25][C:20]=4[Cl:19])=[N:28][O:29][C:30]=3[CH3:35])=[O:33])[CH2:3]2)=[O:18])[CH:13]=[CH:14][CH:15]=[CH:16][CH:17]=1.